Dataset: hERG potassium channel inhibition data for cardiac toxicity prediction from Karim et al.. Task: Regression/Classification. Given a drug SMILES string, predict its toxicity properties. Task type varies by dataset: regression for continuous values (e.g., LD50, hERG inhibition percentage) or binary classification for toxic/non-toxic outcomes (e.g., AMES mutagenicity, cardiotoxicity, hepatotoxicity). Dataset: herg_karim. (1) The drug is CSc1nn(-c2ccccc2)c2cc(NC(=O)C3CCNCC3)ccc12. The result is 1 (blocker). (2) The compound is COCCOC(=O)C1=C(C)NC2=C(C(=O)CC(c3ccccc3OC)C2)C1c1cccc(O)c1. The result is 0 (non-blocker).